This data is from Catalyst prediction with 721,799 reactions and 888 catalyst types from USPTO. The task is: Predict which catalyst facilitates the given reaction. (1) Reactant: [I:1][C:2]1[CH:3]=[C:4]([CH:6]=[CH:7][CH:8]=1)[NH2:5].[Br:9]C1C(=O)C(Br)=CC(Br)(Br)C=1.[OH-].[Na+]. Product: [Br:9][C:8]1[CH:7]=[CH:6][C:4]([NH2:5])=[CH:3][C:2]=1[I:1]. The catalyst class is: 2. (2) Reactant: [CH2:1]([O:3][C:4]1[C:9]([CH2:10]O)=[C:8]([C:12]([F:15])([F:14])[F:13])[N:7]=[CH:6][N:5]=1)[CH3:2].P(Br)(Br)[Br:17].CO.O. Product: [Br:17][CH2:10][C:9]1[C:4]([O:3][CH2:1][CH3:2])=[N:5][CH:6]=[N:7][C:8]=1[C:12]([F:15])([F:14])[F:13]. The catalyst class is: 27. (3) Reactant: Cl.Cl[CH2:3][CH2:4][N:5]1[CH2:10][CH2:9][O:8][CH2:7][CH2:6]1.C([O-])([O-])=O.[K+].[K+].[N:17]1[C:26]2[C:21](=[CH:22][CH:23]=[C:24]([O:27][C:28]3[N:33]=[CH:32][N:31]=[C:30]([C:34]4[CH:39]=[CH:38][C:37]([C:40]([F:43])([F:42])[F:41])=[CH:36][C:35]=4[OH:44])[CH:29]=3)[CH:25]=2)[CH:20]=[CH:19][CH:18]=1.[H-].[Na+]. Product: [N:5]1([CH2:4][CH2:3][O:44][C:35]2[CH:36]=[C:37]([C:40]([F:42])([F:43])[F:41])[CH:38]=[CH:39][C:34]=2[C:30]2[N:31]=[CH:32][N:33]=[C:28]([O:27][C:24]3[CH:25]=[C:26]4[C:21]([CH:20]=[CH:19][CH:18]=[N:17]4)=[CH:22][CH:23]=3)[CH:29]=2)[CH2:10][CH2:9][O:8][CH2:7][CH2:6]1. The catalyst class is: 18. (4) Reactant: [CH2:1]([C:3]1([CH2:12][CH3:13])[O:7][CH:6]2[CH:8]=[CH:9][C:10](=[O:11])[CH:5]2[O:4]1)[CH3:2].[BH4-].[Na+]. Product: [CH2:12]([C:3]1([CH2:1][CH3:2])[O:7][C@@H:6]2[CH:8]=[CH:9][C@H:10]([OH:11])[C@@H:5]2[O:4]1)[CH3:13]. The catalyst class is: 5. (5) Reactant: [OH:1][C:2]1[CH:11]=[C:10]2[C:5]([C:6](=O)[C:7]([C:13]3[CH:18]=[CH:17][CH:16]=[CH:15][CH:14]=3)=[C:8]([CH3:12])[O:9]2)=[CH:4][CH:3]=1.O.[NH2:21][NH2:22]. Product: [CH3:12][C:8]1[NH:22][N:21]=[C:6]([C:5]2[CH:4]=[CH:3][C:2]([OH:1])=[CH:11][C:10]=2[OH:9])[C:7]=1[C:13]1[CH:18]=[CH:17][CH:16]=[CH:15][CH:14]=1. The catalyst class is: 8. (6) Reactant: [OH:1][C@@H:2]1[CH2:10][C:9]2[C:4](=[CH:5][CH:6]=[CH:7][CH:8]=2)[C@H:3]1[NH:11][C:12]1[C:13]2[N:14]([C:21]([CH3:25])=[C:22]([CH3:24])[N:23]=2)[CH:15]=[C:16]([C:18]([OH:20])=O)[CH:17]=1.F[B-](F)(F)F.[N:31]1(OC(N(C)C)=[N+](C)C)[C:35]2C=CC=CC=2N=N1.CN.C(=O)([O-])O.[Na+]. Product: [OH:1][C@@H:2]1[CH2:10][C:9]2[C:4](=[CH:5][CH:6]=[CH:7][CH:8]=2)[C@H:3]1[NH:11][C:12]1[C:13]2[N:14]([C:21]([CH3:25])=[C:22]([CH3:24])[N:23]=2)[CH:15]=[C:16]([C:18]([NH:31][CH3:35])=[O:20])[CH:17]=1. The catalyst class is: 4. (7) Reactant: C([Li])CCC.[N:6]1([C:11]2[CH:32]=[CH:31][C:14]([CH2:15][C:16]3[C:17]([O:29][CH3:30])=[N:18][C:19]4[C:24]([C:25]=3[Cl:26])=[CH:23][C:22](Br)=[CH:21][C:20]=4[CH3:28])=[CH:13][CH:12]=2)[CH:10]=[CH:9][CH:8]=[N:7]1.[CH3:33][N:34]1[C:38]([C:39]([C:41]2[CH:42]=[N:43][C:44]([C:47]([F:50])([F:49])[F:48])=[CH:45][CH:46]=2)=[O:40])=[CH:37][N:36]=[CH:35]1. Product: [N:6]1([C:11]2[CH:32]=[CH:31][C:14]([CH2:15][C:16]3[C:17]([O:29][CH3:30])=[N:18][C:19]4[C:24]([C:25]=3[Cl:26])=[CH:23][C:22]([C:39]([C:38]3[N:34]([CH3:33])[CH:35]=[N:36][CH:37]=3)([C:41]3[CH:42]=[N:43][C:44]([C:47]([F:49])([F:48])[F:50])=[CH:45][CH:46]=3)[OH:40])=[CH:21][C:20]=4[CH3:28])=[CH:13][CH:12]=2)[CH:10]=[CH:9][CH:8]=[N:7]1. The catalyst class is: 1. (8) Reactant: Br[C:2]1[CH:3]=[C:4]([C:24](=[O:36])[NH:25][CH2:26][C:27]2[C:28](=[O:35])[NH:29][C:30]([CH3:34])=[CH:31][C:32]=2[CH3:33])[C:5]([CH3:23])=[C:6]([N:8]([CH3:22])[CH:9]2[CH2:14][CH2:13][N:12]([C:15]([O:17][C:18]([CH3:21])([CH3:20])[CH3:19])=[O:16])[CH2:11][CH2:10]2)[CH:7]=1.[CH3:37][N:38]1[CH:42]=[C:41](B2OC(C)(C)C(C)(C)O2)[CH:40]=[N:39]1.C([O-])([O-])=O.[Na+].[Na+]. Product: [CH3:33][C:32]1[CH:31]=[C:30]([CH3:34])[NH:29][C:28](=[O:35])[C:27]=1[CH2:26][NH:25][C:24]([C:4]1[C:5]([CH3:23])=[C:6]([N:8]([CH3:22])[CH:9]2[CH2:10][CH2:11][N:12]([C:15]([O:17][C:18]([CH3:21])([CH3:19])[CH3:20])=[O:16])[CH2:13][CH2:14]2)[CH:7]=[C:2]([C:41]2[CH:40]=[N:39][N:38]([CH3:37])[CH:42]=2)[CH:3]=1)=[O:36]. The catalyst class is: 70. (9) Reactant: [C:1]([C:4]1[CH:9]=[CH:8][C:7]([NH:10][C:11](=[O:30])[CH:12]([C:22]2[CH:27]=[CH:26][C:25]([CH2:28][OH:29])=[CH:24][CH:23]=2)[CH2:13][NH:14][C:15](=[O:21])[O:16][C:17]([CH3:20])([CH3:19])[CH3:18])=[CH:6][C:5]=1[F:31])(=[O:3])[NH2:2].C(Cl)CCl.[CH3:36][C:37]1[CH:45]=[C:44]([CH3:46])[CH:43]=[CH:42][C:38]=1[C:39](O)=[O:40]. Product: [CH3:36][C:37]1[CH:45]=[C:44]([CH3:46])[CH:43]=[CH:42][C:38]=1[C:39]([O:29][CH2:28][C:25]1[CH:24]=[CH:23][C:22]([CH:12]([CH2:13][NH:14][C:15]([O:16][C:17]([CH3:20])([CH3:19])[CH3:18])=[O:21])[C:11]([NH:10][C:7]2[CH:8]=[CH:9][C:4]([C:1](=[O:3])[NH2:2])=[C:5]([F:31])[CH:6]=2)=[O:30])=[CH:27][CH:26]=1)=[O:40]. The catalyst class is: 383. (10) Reactant: [C:1]1(=[O:11])[NH:5][C:4](=[O:6])[C:3]2=[CH:7][CH:8]=[CH:9][CH:10]=[C:2]12.[CH3:12][C:13](=[O:16])[CH:14]=[CH2:15].[O-]CC.[Na+]. Product: [O:16]=[C:13]([CH3:12])[CH2:14][CH2:15][N:5]1[C:1](=[O:11])[C:2]2[C:3](=[CH:7][CH:8]=[CH:9][CH:10]=2)[C:4]1=[O:6]. The catalyst class is: 336.